This data is from Catalyst prediction with 721,799 reactions and 888 catalyst types from USPTO. The task is: Predict which catalyst facilitates the given reaction. Reactant: [Cl:1][C:2]1[N:10]=[C:9]2[C:5]([NH:6][CH:7]=[N:8]2)=[C:4]([Cl:11])[N:3]=1.[H-].[Na+].[H][H].[CH:16](I)([CH3:18])[CH3:17]. Product: [Cl:1][C:2]1[N:10]=[C:9]2[C:5]([N:6]=[CH:7][N:8]2[CH:16]([CH3:18])[CH3:17])=[C:4]([Cl:11])[N:3]=1. The catalyst class is: 3.